From a dataset of Full USPTO retrosynthesis dataset with 1.9M reactions from patents (1976-2016). Predict the reactants needed to synthesize the given product. Given the product [Cl:1][C:2]1[CH:15]=[CH:14][C:5]2[C:6]3[C:12]([CH2:13][Br:16])=[CH:11][CH:10]=[CH:9][C:7]=3[O:8][C:4]=2[CH:3]=1, predict the reactants needed to synthesize it. The reactants are: [Cl:1][C:2]1[CH:15]=[CH:14][C:5]2[C:6]3[C:12]([CH3:13])=[CH:11][CH:10]=[CH:9][C:7]=3[O:8][C:4]=2[CH:3]=1.[Br:16]N1C(=O)CCC1=O.C(OOC(=O)C1C=CC=CC=1)(=O)C1C=CC=CC=1.